This data is from Reaction yield outcomes from USPTO patents with 853,638 reactions. The task is: Predict the reaction yield, written as a fraction of the theoretical maximum amount of product (1.0 means a 100% yield; for example, 0.34 means a 34% yield). (1) The reactants are [NH2:1][C:2]1[CH:3]=[C:4]2[C:9](=[CH:10][CH:11]=1)[N:8]=[CH:7][C:6]([C:12]#[N:13])=[C:5]2[NH:14][CH:15]1[CH2:21][CH2:20][CH2:19][CH2:18][CH2:17][CH2:16]1.[CH:22]([C:24]1[CH:29]=[CH:28][C:27]([S:30]([NH2:33])(=[O:32])=[O:31])=[CH:26][CH:25]=1)=O.[BH3-]C#N.[Na+]. The catalyst is CCO. The product is [C:12]([C:6]1[CH:7]=[N:8][C:9]2[C:4]([C:5]=1[NH:14][CH:15]1[CH2:16][CH2:17][CH2:18][CH2:19][CH2:20][CH2:21]1)=[CH:3][C:2]([NH:1][CH2:22][C:24]1[CH:25]=[CH:26][C:27]([S:30]([NH2:33])(=[O:32])=[O:31])=[CH:28][CH:29]=1)=[CH:11][CH:10]=2)#[N:13]. The yield is 0.640. (2) The reactants are Cl[C:2]1[N:7]=[N:6][C:5]([C:8]([NH2:10])=[O:9])=[C:4]([NH:11][C:12]2[CH:17]=[CH:16][CH:15]=[C:14]([C:18]([OH:21])([CH3:20])[CH3:19])[N:13]=2)[CH:3]=1.[NH2:22][C@@H:23]1[CH2:28][CH2:27][CH2:26][CH2:25][C@@H:24]1[NH:29][C:30](=[O:36])[O:31][C:32]([CH3:35])([CH3:34])[CH3:33]. The catalyst is CN1C(=O)CCC1. The product is [C:8]([C:5]1[N:6]=[N:7][C:2]([NH:22][C@@H:23]2[CH2:28][CH2:27][CH2:26][CH2:25][C@@H:24]2[NH:29][C:30](=[O:36])[O:31][C:32]([CH3:34])([CH3:33])[CH3:35])=[CH:3][C:4]=1[NH:11][C:12]1[CH:17]=[CH:16][CH:15]=[C:14]([C:18]([OH:21])([CH3:20])[CH3:19])[N:13]=1)(=[O:9])[NH2:10]. The yield is 0.471. (3) The reactants are [F:1][C:2]1[CH:3]=[C:4]([NH:21][C:22]([NH:24][C:25](=[O:34])[CH2:26][C:27]2[CH:32]=[CH:31][C:30]([F:33])=[CH:29][CH:28]=2)=[S:23])[CH:5]=[CH:6][C:7]=1[O:8]C1C2=C(C)C(OC)=CN2N=CN=1.Cl[C:36]1[N:44]=[CH:43][N:42]=[C:41]2[C:37]=1[N:38]=[C:39]([CH2:52][CH3:53])[N:40]2[CH:45]([CH:49]1[CH2:51][CH2:50]1)[CH:46]1[CH2:48][CH2:47]1.N12CCN(CC1)CC2. The catalyst is CC#N. The product is [CH:46]1([CH:45]([CH:49]2[CH2:51][CH2:50]2)[N:40]2[C:39]([CH2:52][CH3:53])=[N:38][C:37]3[C:41]2=[N:42][CH:43]=[N:44][C:36]=3[O:8][C:7]2[CH:6]=[CH:5][C:4]([NH:21][C:22]([NH:24][C:25](=[O:34])[CH2:26][C:27]3[CH:32]=[CH:31][C:30]([F:33])=[CH:29][CH:28]=3)=[S:23])=[CH:3][C:2]=2[F:1])[CH2:48][CH2:47]1. The yield is 0.360. (4) The reactants are [S:1]1[C:5]([C:6]2[CH:7]=[C:8]([NH:15][C:16]3[CH:21]=[CH:20][N:19]=[C:18](S(C)(=O)=O)[N:17]=3)[CH:9]=[C:10]3[C:14]=2[NH:13][N:12]=[CH:11]3)=[CH:4][C:3]2[CH:26]=[CH:27][CH:28]=[CH:29][C:2]1=2.[NH2:30][NH2:31]. No catalyst specified. The product is [S:1]1[C:5]([C:6]2[CH:7]=[C:8]([NH:15][C:16]3[CH:21]=[CH:20][N:19]=[C:18]([NH:30][NH2:31])[N:17]=3)[CH:9]=[C:10]3[C:14]=2[NH:13][N:12]=[CH:11]3)=[CH:4][C:3]2[CH:26]=[CH:27][CH:28]=[CH:29][C:2]1=2. The yield is 0.230. (5) The catalyst is C(Cl)Cl.O. The yield is 0.740. The product is [F:28][C:26]1[CH:25]=[C:24]([N:29]([CH3:52])[CH:30]([C:32]2[CH:33]=[C:34]([C:49]([N:7]([CH3:8])[CH3:6])=[O:50])[CH:35]=[C:36]3[C:41]=2[O:40][C:39]([N:42]2[CH2:43][CH2:44][O:45][CH2:46][CH2:47]2)=[CH:38][C:37]3=[O:48])[CH3:31])[CH:23]=[C:22]([F:21])[CH:27]=1. The reactants are [B-](F)(F)(F)F.[CH3:6][N:7](C(ON1C(=O)CCC1=O)=[N+](C)C)[CH3:8].[F:21][C:22]1[CH:23]=[C:24]([N:29]([CH3:52])[CH:30]([C:32]2[CH:33]=[C:34]([C:49](O)=[O:50])[CH:35]=[C:36]3[C:41]=2[O:40][C:39]([N:42]2[CH2:47][CH2:46][O:45][CH2:44][CH2:43]2)=[CH:38][C:37]3=[O:48])[CH3:31])[CH:25]=[C:26]([F:28])[CH:27]=1.C(N(C(C)C)C(C)C)C.CNC. (6) The catalyst is C(Cl)(Cl)Cl.O. The reactants are [CH3:1][N:2]1[C:6](=[O:7])[C:5](=O)[NH:4][C:3]1=[O:9].N1C=CN=C1.C(N(CC)CC)C.Cl[Si](C)(C)C.[CH2:27]([NH2:34])[C:28]1[CH:33]=[CH:32][CH:31]=[CH:30][CH:29]=1. The product is [CH2:27]([NH:34][C:5]1[C:6](=[O:7])[N:2]([CH3:1])[C:3](=[O:9])[N:4]=1)[C:28]1[CH:33]=[CH:32][CH:31]=[CH:30][CH:29]=1. The yield is 0.620. (7) The reactants are C(OC(=O)[NH:7][CH:8]1[CH2:13][CH2:12][N:11]([CH2:14][CH:15]([N:17]2[C:26]3[C:21](=[CH:22][CH:23]=[C:24]([O:27][CH3:28])[CH:25]=3)[N:20]=[CH:19][C:18]2=[O:29])[CH3:16])[CH2:10][CH2:9]1)(C)(C)C.FC(F)(F)C(O)=O. The catalyst is ClCCl. The product is [NH2:7][CH:8]1[CH2:13][CH2:12][N:11]([CH2:14][CH:15]([N:17]2[C:26]3[C:21](=[CH:22][CH:23]=[C:24]([O:27][CH3:28])[CH:25]=3)[N:20]=[CH:19][C:18]2=[O:29])[CH3:16])[CH2:10][CH2:9]1. The yield is 1.00. (8) The reactants are C(O[C:6]([N:8](C)[C@H:9]([CH2:17][O:18][C:19](=[O:31])[NH:20][C:21]1[N:22]=[CH:23][C:24]2[C:29]([CH:30]=1)=[CH:28][CH:27]=[CH:26][CH:25]=2)[CH2:10][CH2:11][CH2:12][C:13]([O:15][CH3:16])=[O:14])=O)(C)(C)C.Cl. The catalyst is CO. The product is [CH:23]1[C:24]2[C:29](=[CH:28][CH:27]=[CH:26][CH:25]=2)[CH:30]=[C:21]([NH:20][C:19]([O:18][CH2:17][C@@H:9]([NH:8][CH3:6])[CH2:10][CH2:11][CH2:12][C:13]([O:15][CH3:16])=[O:14])=[O:31])[N:22]=1. The yield is 0.940.